This data is from Reaction yield outcomes from USPTO patents with 853,638 reactions. The task is: Predict the reaction yield, written as a fraction of the theoretical maximum amount of product (1.0 means a 100% yield; for example, 0.34 means a 34% yield). (1) The yield is 0.182. The product is [C:1]([C:3]1[C:4]([CH:19]([C:23]2[CH:28]=[CH:27][C:26]([Cl:29])=[C:25]([Cl:30])[CH:24]=2)[CH2:20][CH2:21][OH:22])=[C:5]([C:14]([OH:16])=[O:15])[S:6][C:7]=1[N:8]1[CH2:9][CH2:10][O:11][CH2:12][CH2:13]1)#[N:2]. The catalyst is O1CCCC1.[Cl-].[Na+].O. The reactants are [C:1]([C:3]1[C:4]([CH:19]([C:23]2[CH:28]=[CH:27][C:26]([Cl:29])=[C:25]([Cl:30])[CH:24]=2)[CH2:20][CH2:21][OH:22])=[C:5]([C:14]([O:16]CC)=[O:15])[S:6][C:7]=1[N:8]1[CH2:13][CH2:12][O:11][CH2:10][CH2:9]1)#[N:2].[H-].[Na+].CCOC(C)=O. (2) The reactants are C(N(CC)C(C)C)(C)C.[CH3:10][C:11]1[CH:20]=[CH:19][C:18]2[C:13](=[C:14]([F:27])[CH:15]=[CH:16][C:17]=2[N:21]2[CH2:26][CH2:25][NH:24][CH2:23][CH2:22]2)[N:12]=1.CS(O[CH2:33][CH2:34][C:35]1[CH:40]=[CH:39][CH:38]=[C:37]([N+:41]([O-:43])=[O:42])[CH:36]=1)(=O)=O. The catalyst is CN(C)C=O. The product is [F:27][C:14]1[CH:15]=[CH:16][C:17]([N:21]2[CH2:26][CH2:25][N:24]([CH2:33][CH2:34][C:35]3[CH:40]=[CH:39][CH:38]=[C:37]([N+:41]([O-:43])=[O:42])[CH:36]=3)[CH2:23][CH2:22]2)=[C:18]2[C:13]=1[N:12]=[C:11]([CH3:10])[CH:20]=[CH:19]2. The yield is 0.460. (3) The reactants are [CH2:1]([O:8][C:9]([NH:11][C:12]([CH2:23][CH2:24][CH:25]=[CH2:26])([C:18]([O:20]CC)=[O:19])[C:13]([O:15][CH2:16][CH3:17])=[O:14])=[O:10])[C:2]1[CH:7]=[CH:6][CH:5]=[CH:4][CH:3]=1.[OH-].[K+].CC(O)=O. The catalyst is C(O)C. The product is [CH2:1]([O:8][C:9]([NH:11][C:12]([C:13]([O:15][CH2:16][CH3:17])=[O:14])([CH2:23][CH2:24][CH:25]=[CH2:26])[C:18]([OH:20])=[O:19])=[O:10])[C:2]1[CH:3]=[CH:4][CH:5]=[CH:6][CH:7]=1. The yield is 0.680. (4) The reactants are C([O:8][C:9](=[O:25])[C:10]1[C:15]([Cl:16])=[CH:14][CH:13]=[C:12]([NH:17][S:18]([CH2:21][CH2:22][CH3:23])(=[O:20])=[O:19])[C:11]=1[F:24])C1C=CC=CC=1.[OH-].[K+].O.Cl. The catalyst is O1CCCC1. The product is [Cl:16][C:15]1[C:10]([C:9]([OH:25])=[O:8])=[C:11]([F:24])[C:12]([NH:17][S:18]([CH2:21][CH2:22][CH3:23])(=[O:19])=[O:20])=[CH:13][CH:14]=1. The yield is 0.858.